The task is: Binary Classification. Given a T-cell receptor sequence (or CDR3 region) and an epitope sequence, predict whether binding occurs between them.. This data is from TCR-epitope binding with 47,182 pairs between 192 epitopes and 23,139 TCRs. The epitope is ARMILMTHF. The TCR CDR3 sequence is CASSPQWANTGELFF. Result: 0 (the TCR does not bind to the epitope).